From a dataset of Peptide-MHC class I binding affinity with 185,985 pairs from IEDB/IMGT. Regression. Given a peptide amino acid sequence and an MHC pseudo amino acid sequence, predict their binding affinity value. This is MHC class I binding data. (1) The MHC is HLA-B58:01 with pseudo-sequence HLA-B58:01. The binding affinity (normalized) is 0.0847. The peptide sequence is RQIQVEGLK. (2) The peptide sequence is KEEESEGAIW. The MHC is HLA-B44:02 with pseudo-sequence HLA-B44:02. The binding affinity (normalized) is 0.624. (3) The peptide sequence is HSFLNGTNAL. The MHC is H-2-Db with pseudo-sequence H-2-Db. The binding affinity (normalized) is 0.380. (4) The peptide sequence is LFDVIPVSY. The MHC is HLA-A01:01 with pseudo-sequence HLA-A01:01. The binding affinity (normalized) is 0.407. (5) The peptide sequence is FAHDDRYLY. The MHC is HLA-B15:01 with pseudo-sequence HLA-B15:01. The binding affinity (normalized) is 0.510. (6) The peptide sequence is DQTHIKTIA. The binding affinity (normalized) is 0.00367. The MHC is HLA-A02:06 with pseudo-sequence HLA-A02:06. (7) The peptide sequence is LIGFALFGV. The MHC is HLA-A11:01 with pseudo-sequence HLA-A11:01. The binding affinity (normalized) is 0.540. (8) The peptide sequence is ALADRIYSF. The MHC is HLA-B07:02 with pseudo-sequence HLA-B07:02. The binding affinity (normalized) is 0.0455.